From a dataset of Reaction yield outcomes from USPTO patents with 853,638 reactions. Predict the reaction yield, written as a fraction of the theoretical maximum amount of product (1.0 means a 100% yield; for example, 0.34 means a 34% yield). (1) The yield is 0.890. The reactants are O[CH2:2][C@@H:3]1[NH:7][C:6](=[O:8])[CH2:5][CH2:4]1.[C:9]1([CH3:19])[CH:14]=[CH:13][C:12]([S:15](Cl)(=[O:17])=[O:16])=[CH:11][CH:10]=1. The product is [C:9]1([CH3:19])[CH:14]=[CH:13][C:12]([S:15]([CH2:2][C@@H:3]2[NH:7][C:6](=[O:8])[CH2:5][CH2:4]2)(=[O:17])=[O:16])=[CH:11][CH:10]=1. The catalyst is C(Cl)Cl.CN(C)C1C=CN=CC=1. (2) The reactants are Cl[C:2]1[N:7]=[C:6]([NH:8][CH2:9][C:10]2[CH:11]=[N:12][C:13]([Cl:16])=[CH:14][CH:15]=2)[N:5]=[C:4]([NH:17][C:18]2[CH:23]=[CH:22][C:21]([F:24])=[C:20]([C:25]([F:28])([F:27])[F:26])[CH:19]=2)[N:3]=1.O.[NH2:30][NH2:31]. The catalyst is O1CCOCC1.O. The product is [Cl:16][C:13]1[N:12]=[CH:11][C:10]([CH2:9][NH:8][C:6]2[N:5]=[C:4]([NH:17][C:18]3[CH:23]=[CH:22][C:21]([F:24])=[C:20]([C:25]([F:28])([F:27])[F:26])[CH:19]=3)[N:3]=[C:2]([NH:30][NH2:31])[N:7]=2)=[CH:15][CH:14]=1. The yield is 0.970. (3) The catalyst is O1CCOCC1.O.C1C=CC(/C=C/C(/C=C/C2C=CC=CC=2)=O)=CC=1.C1C=CC(/C=C/C(/C=C/C2C=CC=CC=2)=O)=CC=1.[Pd]. The product is [CH3:23][N:24]1[C:28]([C:2]2[CH:3]=[CH:4][C:5]3[N:11]4[CH2:12][C@H:8]([CH2:9][CH2:10]4)[N:7]([C:13]([NH:15][C:16]4[CH:21]=[N:20][CH:19]=[CH:18][N:17]=4)=[O:14])[C:6]=3[N:22]=2)=[CH:27][C:26]([C:38]([F:41])([F:40])[F:39])=[N:25]1. The reactants are Cl[C:2]1[CH:3]=[CH:4][C:5]2[N:11]3[CH2:12][C@H:8]([CH2:9][CH2:10]3)[N:7]([C:13]([NH:15][C:16]3[CH:21]=[N:20][CH:19]=[CH:18][N:17]=3)=[O:14])[C:6]=2[N:22]=1.[CH3:23][N:24]1[C:28](B2OC(C)(C)C(C)(C)O2)=[CH:27][C:26]([C:38]([F:41])([F:40])[F:39])=[N:25]1.[O-]P([O-])([O-])=O.[K+].[K+].[K+].CC(C1C=C(C(C)C)C(C2C=CC=CC=2P(C2CCCCC2)C2CCCCC2)=C(C(C)C)C=1)C. The yield is 0.382. (4) The reactants are C(N1C=CN=C1)(N1C=CN=C1)=O.[F:13][C:14]([F:19])([CH3:18])[C:15](O)=[O:16].[Br:20][C:21]1[CH:22]=[C:23]([N:27]2[C:35]3[C:30](=[CH:31][C:32]([O:36][C@H:37]([C:41]4[CH:42]=[N:43][C:44]([O:47][CH3:48])=[CH:45][CH:46]=4)[C@@H:38]([NH2:40])[CH3:39])=[CH:33][CH:34]=3)[CH:29]=[N:28]2)[CH:24]=[CH:25][CH:26]=1. The catalyst is C1COCC1. The product is [Br:20][C:21]1[CH:22]=[C:23]([N:27]2[C:35]3[C:30](=[CH:31][C:32]([O:36][C@H:37]([C:41]4[CH:42]=[N:43][C:44]([O:47][CH3:48])=[CH:45][CH:46]=4)[C@@H:38]([NH:40][C:15](=[O:16])[C:14]([F:19])([F:13])[CH3:18])[CH3:39])=[CH:33][CH:34]=3)[CH:29]=[N:28]2)[CH:24]=[CH:25][CH:26]=1. The yield is 0.560. (5) The reactants are [Br:1][C:2]1[C:7]([F:8])=[C:6]([N+:9]([O-])=O)[CH:5]=[CH:4][C:3]=1[F:12].CC(O)=O.CCO.[OH-].[Na+]. The catalyst is [Fe].O. The product is [Br:1][C:2]1[C:7]([F:8])=[C:6]([CH:5]=[CH:4][C:3]=1[F:12])[NH2:9]. The yield is 0.370.